This data is from Catalyst prediction with 721,799 reactions and 888 catalyst types from USPTO. The task is: Predict which catalyst facilitates the given reaction. (1) Reactant: Cl.CN[O:4][CH3:5].O.O[N:8]1[C:12]2[CH:13]=[CH:14][CH:15]=[CH:16][C:11]=2N=N1.[CH2:17](N(CC)CC)C.[C:24]([OH:30])([C:26](F)(F)F)=O.[CH3:31][N:32]([CH:34]=[O:35])C. Product: [NH2:8][C:12]1[C:11]([O:30][CH:24]2[CH2:17][CH2:26]2)=[CH:16][CH:15]=[CH:14][C:13]=1[C:34]([N:32]([O:4][CH3:5])[CH3:31])=[O:35]. The catalyst class is: 72. (2) Reactant: [CH3:1][O:2][C:3]1[CH:4]=[C:5]2[C:10](=[CH:11][C:12]=1[O:13][CH3:14])[N:9]=[CH:8][N:7]=[C:6]2[N:15]1[CH2:20][CH2:19][N:18]([C:21]([NH:23][C:24]2[CH:29]=[CH:28][C:27]([C:30]([O:32]CC)=[O:31])=[CH:26][CH:25]=2)=[O:22])[CH2:17][CH2:16]1.O.[OH-].[Li+].O. Product: [C:30]([C:27]1[CH:28]=[CH:29][C:24]([NH:23][C:21]([N:18]2[CH2:19][CH2:20][N:15]([C:6]3[C:5]4[C:10](=[CH:11][C:12]([O:13][CH3:14])=[C:3]([O:2][CH3:1])[CH:4]=4)[N:9]=[CH:8][N:7]=3)[CH2:16][CH2:17]2)=[O:22])=[CH:25][CH:26]=1)([OH:32])=[O:31]. The catalyst class is: 12. (3) Reactant: [Br:1][C:2]1[N:6]2[C:7](Br)=[CH:8][N:9]=[CH:10][C:5]2=[N:4][CH:3]=1.[CH2:12]([NH2:19])[C:13]1[CH:18]=[CH:17][CH:16]=[CH:15][CH:14]=1.C(N(C(C)C)CC)(C)C. Product: [CH2:12]([NH:19][C:10]1[C:5]2[N:6]([C:2]([Br:1])=[CH:3][N:4]=2)[CH:7]=[CH:8][N:9]=1)[C:13]1[CH:18]=[CH:17][CH:16]=[CH:15][CH:14]=1. The catalyst class is: 677.